Task: Predict the reactants needed to synthesize the given product.. Dataset: Full USPTO retrosynthesis dataset with 1.9M reactions from patents (1976-2016) Given the product [C:1]([O:5][C:6]([N:8]1[CH2:12][CH2:11][CH2:10][CH:9]1[CH:13]=[CH:14][CH2:15][OH:16])=[O:7])([CH3:4])([CH3:3])[CH3:2], predict the reactants needed to synthesize it. The reactants are: [C:1]([O:5][C:6]([N:8]1[CH2:12][CH2:11][CH2:10][CH:9]1[CH:13]=[CH:14][C:15](OCC)=[O:16])=[O:7])([CH3:4])([CH3:3])[CH3:2].C(Cl)Cl.B(F)(F)F.CCOCC.CC(C[AlH]CC(C)C)C.